This data is from Full USPTO retrosynthesis dataset with 1.9M reactions from patents (1976-2016). The task is: Predict the reactants needed to synthesize the given product. (1) Given the product [Cl:29][C:30]1[CH:31]=[CH:32][C:33]([I:37])=[C:34]([NH:35][CH2:22][CH:21]=[C:23]([CH3:28])[CH3:24])[CH:36]=1, predict the reactants needed to synthesize it. The reactants are: C([N-]C(C)C)(C)C.[Li+].CCCCCCC.C1COCC1.[CH2:21]([C:23]1[CH:28]=CC=C[CH:24]=1)[CH3:22].[Cl:29][C:30]1[CH:31]=[CH:32][C:33]([I:37])=[C:34]([CH:36]=1)[NH2:35].BrCC=C(C)C. (2) Given the product [Cl:1][C:2]1[C:3]([NH:23][C:24]2[CH:28]=[C:27]([CH3:29])[NH:26][N:25]=2)=[N:4][C:5]([NH:8][C:9]2[C:10]([F:22])=[CH:11][C:12]([CH:16]3[CH2:17][CH2:18][N:19]([C:42]([C:38]4([NH:37][CH2:45][CH3:46])[CH2:41][CH2:40][CH2:39]4)=[O:43])[CH2:20][CH2:21]3)=[C:13]([CH3:15])[CH:14]=2)=[N:6][CH:7]=1, predict the reactants needed to synthesize it. The reactants are: [Cl:1][C:2]1[C:3]([NH:23][C:24]2[CH:28]=[C:27]([CH3:29])[NH:26][N:25]=2)=[N:4][C:5]([NH:8][C:9]2[CH:14]=[C:13]([CH3:15])[C:12]([CH:16]3[CH2:21][CH2:20][NH:19][CH2:18][CH2:17]3)=[CH:11][C:10]=2[F:22])=[N:6][CH:7]=1.C(OC([N:37]([CH2:45][CH3:46])[C:38]1([C:42](O)=[O:43])[CH2:41][CH2:40][CH2:39]1)=O)(C)(C)C.CN(C(ON1N=NC2C=CC=NC1=2)=[N+](C)C)C.F[P-](F)(F)(F)(F)F.C(N(C(C)C)CC)(C)C. (3) Given the product [CH3:34][C:35]1[O:39][C:38]([C:2]2[CH:11]=[C:10]([C:12]([NH:14][C:15]3[CH:16]=[N:17][CH:18]=[CH:19][CH:20]=3)=[O:13])[C:9]3[C:4](=[CH:5][CH:6]=[C:7]([C:21]4[CH:26]=[CH:25][CH:24]=[CH:23][CH:22]=4)[CH:8]=3)[N:3]=2)=[CH:37][CH:36]=1, predict the reactants needed to synthesize it. The reactants are: Cl[C:2]1[CH:11]=[C:10]([C:12]([NH:14][C:15]2[CH:16]=[N:17][CH:18]=[CH:19][CH:20]=2)=[O:13])[C:9]2[C:4](=[CH:5][CH:6]=[C:7]([C:21]3[CH:26]=[CH:25][CH:24]=[CH:23][CH:22]=3)[CH:8]=2)[N:3]=1.C(=O)([O-])[O-].[K+].[K+].O.[CH3:34][C:35]1[O:39][C:38](B(O)O)=[CH:37][CH:36]=1. (4) The reactants are: [Cl:1][C:2]1[CH:3]=[C:4]([CH:22]=[CH:23][CH:24]=1)[CH2:5][CH:6]([CH:11]([C:16]1[CH:21]=[CH:20][CH:19]=[CH:18][CH:17]=1)[CH2:12][N+:13]([O-])=O)[C:7](OC)=[O:8].C(O)(=O)C. Given the product [Cl:1][C:2]1[CH:3]=[C:4]([CH:22]=[CH:23][CH:24]=1)[CH2:5][CH:6]1[CH:11]([C:16]2[CH:21]=[CH:20][CH:19]=[CH:18][CH:17]=2)[CH2:12][NH:13][C:7]1=[O:8], predict the reactants needed to synthesize it. (5) Given the product [OH:25][NH:24][C:12]([C:11]1[CH:10]=[CH:9][C:8]([O:7][CH2:6][O:5][CH2:4][CH2:3][Si:2]([CH3:17])([CH3:16])[CH3:1])=[CH:15][CH:14]=1)=[NH:13], predict the reactants needed to synthesize it. The reactants are: [CH3:1][Si:2]([CH3:17])([CH3:16])[CH2:3][CH2:4][O:5][CH2:6][O:7][C:8]1[CH:15]=[CH:14][C:11]([C:12]#[N:13])=[CH:10][CH:9]=1.C([O-])(O)=O.[Na+].Cl.[NH2:24][OH:25]. (6) Given the product [NH2:7][C:8]1[CH:13]=[CH:12][C:11]([C:14]2[S:15][CH:16]=[C:17]([C:19]3[C:20](=[O:29])[NH:21][C:22]4[C:27]([CH:28]=3)=[CH:26][CH:25]=[CH:24][CH:23]=4)[N:18]=2)=[CH:10][CH:9]=1, predict the reactants needed to synthesize it. The reactants are: C(OC(=O)[NH:7][C:8]1[CH:13]=[CH:12][C:11]([C:14]2[S:15][CH:16]=[C:17]([C:19]3[C:20](=[O:29])[NH:21][C:22]4[C:27]([CH:28]=3)=[CH:26][CH:25]=[CH:24][CH:23]=4)[N:18]=2)=[CH:10][CH:9]=1)(C)(C)C.